This data is from Catalyst prediction with 721,799 reactions and 888 catalyst types from USPTO. The task is: Predict which catalyst facilitates the given reaction. (1) Reactant: F[P-](F)(F)(F)(F)F.N1(OC(N(C)C)=[N+](C)C)C2N=CC=CC=2N=N1.[F:25][C:26]1[CH:47]=[CH:46][C:29]([CH2:30][N:31]2[CH2:45][CH2:44][N:34]3[C:35]4[N:43]=[CH:42][CH:41]=[CH:40][C:36]=4[NH:37][CH2:38][CH2:39][CH:33]3[CH2:32]2)=[CH:28][CH:27]=1.[C:48]([O:52][C:53]([N:55]1[CH2:58][CH:57]([C:59](O)=[O:60])[CH2:56]1)=[O:54])([CH3:51])([CH3:50])[CH3:49].C(N(C(C)C)CC)(C)C. Product: [F:25][C:26]1[CH:47]=[CH:46][C:29]([CH2:30][N:31]2[CH2:45][CH2:44][N:34]3[C:35]4[N:43]=[CH:42][CH:41]=[CH:40][C:36]=4[N:37]([C:59]([CH:57]4[CH2:58][N:55]([C:53]([O:52][C:48]([CH3:51])([CH3:50])[CH3:49])=[O:54])[CH2:56]4)=[O:60])[CH2:38][CH2:39][CH:33]3[CH2:32]2)=[CH:28][CH:27]=1. The catalyst class is: 2. (2) Reactant: [CH2:1]([C:3]1([OH:35])[C:32]2[CH:31]=[C:30]3[N:8]([CH2:9][C:10]4[C:11]3=[N:12][C:13]3[C:18]([C:19]=4[C:20]4[CH:25]=[CH:24][C:23]([CH3:26])=[CH:22][CH:21]=4)=[CH:17][C:16]4[O:27][CH2:28][O:29][C:15]=4[CH:14]=3)[C:7](=[O:33])[C:6]=2[CH2:5][C:4]1=[O:34])[CH3:2].[N:36]1([CH2:42][CH2:43][C:44](O)=[O:45])[CH2:41][CH2:40][CH2:39][CH2:38][CH2:37]1.Cl.CN(C)CCCN=C=NCC. Product: [N:36]1([CH2:42][CH2:43][C:44]([O:35][C:3]2([CH2:1][CH3:2])[C:32]3[CH:31]=[C:30]4[N:8]([CH2:9][C:10]5[C:11]4=[N:12][C:13]4[C:18]([C:19]=5[C:20]5[CH:25]=[CH:24][C:23]([CH3:26])=[CH:22][CH:21]=5)=[CH:17][C:16]5[O:27][CH2:28][O:29][C:15]=5[CH:14]=4)[C:7](=[O:33])[C:6]=3[CH2:5][C:4]2=[O:34])=[O:45])[CH2:41][CH2:40][CH2:39][CH2:38][CH2:37]1. The catalyst class is: 112. (3) The catalyst class is: 42. Reactant: Cl.[Cl:2][C:3]1[CH:4]=[C:5]2[C:9](=[CH:10][CH:11]=1)[NH:8][C:7]([C:12]([NH:14][C@@H:15]1[CH2:19][NH:18][CH2:17][C@H:16]1[NH:20][C:21]([C:23]1[S:24][C:25]3[CH2:26][N:27]([CH3:32])[CH2:28][CH2:29][C:30]=3[N:31]=1)=[O:22])=[O:13])=[CH:6]2.C(=O)([O-])[O-].[K+].[K+].Br[CH2:40][C:41]([O:43][CH3:44])=[O:42]. Product: [Cl:2][C:3]1[CH:4]=[C:5]2[C:9](=[CH:10][CH:11]=1)[NH:8][C:7]([C:12]([NH:14][C@H:15]1[C@H:16]([NH:20][C:21]([C:23]3[S:24][C:25]4[CH2:26][N:27]([CH3:32])[CH2:28][CH2:29][C:30]=4[N:31]=3)=[O:22])[CH2:17][N:18]([CH2:40][C:41]([O:43][CH3:44])=[O:42])[CH2:19]1)=[O:13])=[CH:6]2. (4) Reactant: Cl[C:2]1[CH:3]=[CH:4][C:5]2[N:6]([C:8]([CH2:11][C:12]3[CH:17]=[CH:16][C:15]([O:18][CH3:19])=[CH:14][CH:13]=3)=[CH:9][N:10]=2)[N:7]=1.C([O-])([O-])=O.[Na+].[Na+].CCO[C:29]([CH3:31])=O. Product: [CH3:19][O:18][C:15]1[CH:16]=[CH:17][C:12]([CH2:11][C:8]2[N:6]3[N:7]=[C:2]([C:29]4[CH:31]=[N:7][N:6]([CH3:8])[CH:5]=4)[CH:3]=[CH:4][C:5]3=[N:10][CH:9]=2)=[CH:13][CH:14]=1. The catalyst class is: 492. (5) The catalyst class is: 76. Product: [OH:19][CH:20]1[CH2:25][CH2:24][CH2:23][N:22]([C:16]([C:13]2[S:14][CH:15]=[C:11]([C:7]3[S:6][C:5]([NH:4][C:1](=[O:3])[CH3:2])=[N:9][C:8]=3[CH3:10])[N:12]=2)=[O:17])[CH2:21]1. Reactant: [C:1]([NH:4][C:5]1[S:6][C:7]([C:11]2[N:12]=[C:13]([C:16](Cl)=[O:17])[S:14][CH:15]=2)=[C:8]([CH3:10])[N:9]=1)(=[O:3])[CH3:2].[OH:19][CH:20]1[CH2:25][CH2:24][CH2:23][NH:22][CH2:21]1.C(N(CC)CC)C. (6) Reactant: [C:1]([O:5][C:6]([N:8]1[CH2:12][CH2:11][CH2:10][C@H:9]1[C:13]([OH:15])=O)=[O:7])([CH3:4])([CH3:3])[CH3:2].CN1CCOCC1.[NH2:23][C@@H:24]([CH2:29][OH:30])[C:25]([O:27][CH3:28])=[O:26]. Product: [OH:30][CH2:29][C@H:24]([NH:23][C:13]([C@@H:9]1[CH2:10][CH2:11][CH2:12][N:8]1[C:6]([O:5][C:1]([CH3:2])([CH3:3])[CH3:4])=[O:7])=[O:15])[C:25]([O:27][CH3:28])=[O:26]. The catalyst class is: 606. (7) Reactant: [CH2:1]([C:6]1[C:10]2[CH:11]=[CH:12][CH:13]=[CH:14][C:9]=2[O:8][C:7]=1[C:15]1[CH:16]=[C:17]2[C:22](=[CH:23][CH:24]=1)[CH:21]=[C:20]([O:25][CH2:26][C:27]#[N:28])[CH:19]=[CH:18]2)[CH2:2][CH2:3][CH2:4][CH3:5].[N-:29]=[N+:30]=[N-:31].[Na+].[Cl-].[NH4+]. Product: [CH2:1]([C:6]1[C:10]2[CH:11]=[CH:12][CH:13]=[CH:14][C:9]=2[O:8][C:7]=1[C:15]1[CH:16]=[C:17]2[C:22](=[CH:23][CH:24]=1)[CH:21]=[C:20]([O:25][CH2:26][C:27]1[NH:31][N:30]=[N:29][N:28]=1)[CH:19]=[CH:18]2)[CH2:2][CH2:3][CH2:4][CH3:5]. The catalyst class is: 3. (8) Reactant: C([O:3][C:4]([C:6]1[O:10][C:9]([CH2:11][CH2:12][C:13]2[CH:18]=[CH:17][C:16]([C:19]([F:22])([F:21])[F:20])=[CH:15][CH:14]=2)=[N:8][C:7]=1[CH3:23])=O)C.[H-].[Al+3].[Li+].[H-].[H-].[H-].C(OCC)(=O)C.[NH4+].[Cl-]. Product: [CH3:23][C:7]1[N:8]=[C:9]([CH2:11][CH2:12][C:13]2[CH:18]=[CH:17][C:16]([C:19]([F:22])([F:20])[F:21])=[CH:15][CH:14]=2)[O:10][C:6]=1[CH2:4][OH:3]. The catalyst class is: 7. (9) Reactant: Cl[C:2]1[C:3]2[CH:24]=[CH:23][C:22](=[O:25])[N:21]([C:26]3[C:31]([F:32])=[CH:30][CH:29]=[CH:28][C:27]=3[F:33])[C:4]=2[N:5]=[C:6]([N:8]2[CH2:13][CH2:12][CH:11]([N:14]3[CH2:19][CH2:18][CH:17]([CH3:20])[CH2:16][CH2:15]3)[CH2:10][CH2:9]2)[N:7]=1.[CH3:34][C:35]1[CH:43]=[CH:42][C:38]([C:39]([OH:41])=[O:40])=[CH:37][C:36]=1B1OC(C)(C)C(C)(C)O1.C(=O)([O-])[O-].[K+].[K+]. Product: [F:32][C:31]1[CH:30]=[CH:29][CH:28]=[C:27]([F:33])[C:26]=1[N:21]1[C:4]2[N:5]=[C:6]([N:8]3[CH2:13][CH2:12][CH:11]([N:14]4[CH2:19][CH2:18][CH:17]([CH3:20])[CH2:16][CH2:15]4)[CH2:10][CH2:9]3)[N:7]=[C:2]([C:36]3[CH:37]=[C:38]([CH:42]=[CH:43][C:35]=3[CH3:34])[C:39]([OH:41])=[O:40])[C:3]=2[CH:24]=[CH:23][C:22]1=[O:25]. The catalyst class is: 70. (10) Reactant: Cl.Cl.[CH:3]12[CH2:9][CH:6]([NH:7][CH2:8]1)[CH2:5][N:4]2[CH2:10][CH2:11][N:12]1[C:16]2[CH:17]=[CH:18][CH:19]=[CH:20][C:15]=2[N:14]([C:21]2[CH:26]=[CH:25][CH:24]=[CH:23][CH:22]=2)[S:13]1(=[O:28])=[O:27].C([O-])=O.[NH4+]. Product: [CH:3]12[CH2:9][CH:6]([NH:7][CH2:8]1)[CH2:5][N:4]2[CH2:10][CH2:11][N:12]1[C:16]2[CH:17]=[CH:18][CH:19]=[CH:20][C:15]=2[N:14]([C:21]2[CH:26]=[CH:25][CH:24]=[CH:23][CH:22]=2)[S:13]1(=[O:27])=[O:28]. The catalyst class is: 382.